From a dataset of Forward reaction prediction with 1.9M reactions from USPTO patents (1976-2016). Predict the product of the given reaction. (1) Given the reactants [CH3:1][O:2][C:3]1[CH:4]=[C:5]([C:11]#[C:12][C:13]2[C:21]3[C:16](=[N:17][CH:18]=[N:19][C:20]=3[NH2:22])[N:15]([CH2:23][CH:24]3[CH2:29][CH2:28][NH:27][CH2:26][CH2:25]3)[N:14]=2)[CH:6]=[C:7]([O:9][CH3:10])[CH:8]=1.NC1N=CN=C2N([CH2:52][CH:53]3C[CH2:57][N:56]([C:59](=O)C=C)[CH2:55][CH2:54]3)N=C(C#CC3C=C(OC)C=C(OC)C=3)C=12.C[O:64]C1C=C(C#CC2C3C(=NC=NC=3N)N([C@H]3CCNC3)N=2)C=C(OC)C=1, predict the reaction product. The product is: [NH2:22][C:20]1[N:19]=[CH:18][N:17]=[C:16]2[N:15]([CH2:23][CH:24]3[CH2:29][CH2:28][N:27]([C:52](=[O:64])[CH:53]=[CH:54][CH2:55][N:56]([CH3:59])[CH3:57])[CH2:26][CH2:25]3)[N:14]=[C:13]([C:12]#[C:11][C:5]3[CH:6]=[C:7]([O:9][CH3:10])[CH:8]=[C:3]([O:2][CH3:1])[CH:4]=3)[C:21]=12. (2) Given the reactants N(OCCC(C)C)=O.N[C:10]1[CH:11]=[C:12]([C:16]2[N:21]=[CH:20][C:19]([C:22]3[CH:23]=[N:24][N:25]([CH:27]4[CH2:32][CH2:31][N:30]([C:33]([O:35][C:36]([CH3:39])([CH3:38])[CH3:37])=[O:34])[CH2:29][CH2:28]4)[CH:26]=3)=[CH:18][N:17]=2)[CH:13]=[CH:14][CH:15]=1.[I:40]CI, predict the reaction product. The product is: [I:40][C:10]1[CH:11]=[C:12]([C:16]2[N:21]=[CH:20][C:19]([C:22]3[CH:23]=[N:24][N:25]([CH:27]4[CH2:32][CH2:31][N:30]([C:33]([O:35][C:36]([CH3:39])([CH3:38])[CH3:37])=[O:34])[CH2:29][CH2:28]4)[CH:26]=3)=[CH:18][N:17]=2)[CH:13]=[CH:14][CH:15]=1. (3) Given the reactants [C:1]([O:6][C:7]([CH3:10])([CH3:9])[CH3:8])(=[O:5])[C:2]([CH3:4])=[CH2:3].[C:11]([O:16][CH2:17][CH:18]1[O:20][CH2:19]1)(=[O:15])[C:12]([CH3:14])=[CH2:13].[C:21]([O:26][CH2:27][C:28]1[CH:33]=[CH:32][CH:31]=[CH:30][CH:29]=1)(=[O:25])[C:22]([CH3:24])=[CH2:23].N(C(C)(CC)C([O-])=O)=NC(C)(CC)C([O-])=O, predict the reaction product. The product is: [C:1]([O:6][CH:7]([CH3:10])[CH2:8][O:15][CH3:11])(=[O:5])[CH3:2].[C:1]([O:6][C:7]([CH3:10])([CH3:9])[CH3:8])(=[O:5])[C:2]([CH3:4])=[CH2:3].[C:11]([O:16][CH2:17][CH:18]1[O:20][CH2:19]1)(=[O:15])[C:12]([CH3:14])=[CH2:13].[C:21]([O:26][CH2:27][C:28]1[CH:29]=[CH:30][CH:31]=[CH:32][CH:33]=1)(=[O:25])[C:22]([CH3:24])=[CH2:23].